From a dataset of Full USPTO retrosynthesis dataset with 1.9M reactions from patents (1976-2016). Predict the reactants needed to synthesize the given product. (1) Given the product [CH:20]([C:19]1[CH:22]=[CH:23][C:16]([CH2:15][NH:1][C:2]2[C:11]3[C:6](=[CH:7][CH:8]=[CH:9][CH:10]=3)[CH:5]=[CH:4][CH:3]=2)=[CH:17][CH:18]=1)=[CH2:21], predict the reactants needed to synthesize it. The reactants are: [NH2:1][C:2]1[C:11]2[C:6](=[CH:7][CH:8]=[CH:9][CH:10]=2)[CH:5]=[CH:4][CH:3]=1.[NH2-].[Na+].Cl[CH2:15][C:16]1[CH:23]=[CH:22][C:19]([CH:20]=[CH2:21])=[CH:18][CH:17]=1.C(Cl)(Cl)Cl. (2) Given the product [F:3][C:4]1[CH:27]=[CH:26][CH:25]=[C:24]([F:28])[C:5]=1[CH2:6][O:7][C:8]1[C:9]2[N:10]([C:15]([C:19]([OH:21])=[O:20])=[C:16]([CH3:18])[N:17]=2)[CH:11]=[CH:12][C:13]=1[F:14], predict the reactants needed to synthesize it. The reactants are: [OH-].[Li+].[F:3][C:4]1[CH:27]=[CH:26][CH:25]=[C:24]([F:28])[C:5]=1[CH2:6][O:7][C:8]1[C:9]2[N:10]([C:15]([C:19]([O:21]CC)=[O:20])=[C:16]([CH3:18])[N:17]=2)[CH:11]=[CH:12][C:13]=1[F:14].Cl. (3) Given the product [F:19][C:17]([F:18])([F:20])[C:9]1[CH:8]=[C:7]([CH:2]([NH:1][C:22]([O:24][CH3:25])=[O:23])[S:3]([OH:6])(=[O:5])=[O:4])[CH:12]=[C:11]([C:13]([F:16])([F:15])[F:14])[CH:10]=1, predict the reactants needed to synthesize it. The reactants are: [NH2:1][CH:2]([C:7]1[CH:12]=[C:11]([C:13]([F:16])([F:15])[F:14])[CH:10]=[C:9]([C:17]([F:20])([F:19])[F:18])[CH:8]=1)[S:3]([OH:6])(=[O:5])=[O:4].Cl[C:22]([O:24][CH3:25])=[O:23]. (4) Given the product [Cl:45][C:3]1[CH:12]=[C:11]2[C:6]([CH:7]=[CH:8][C:9](/[CH:13]=[CH:14]/[C:15]3[CH:16]=[C:35]([C@@H:36]([OH:37])[CH2:40][CH2:39][C:38]4[CH:52]=[CH:51][CH:50]=[CH:49][C:48]=4[C:47]([OH:1])([CH3:41])[CH3:46])[CH:18]=[CH:19][CH:20]=3)=[N:10]2)=[CH:5][CH:4]=1, predict the reactants needed to synthesize it. The reactants are: [OH2:1].Cl[C:3]1[CH:12]=[C:11]2[C:6]([CH:7]=[CH:8][C:9](/[CH:13]=[CH:14]/[C:15]3[CH:16]=C([C@@H](O)CCC4C=CC=CC=4C(OC)=O)[CH:18]=[CH:19][CH:20]=3)=[N:10]2)=[CH:5][CH:4]=1.[CH3:35][CH:36]1[CH2:40][CH2:39][CH2:38][O:37]1.[CH3:41][Mg]Cl.[Li+].[Cl-:45].[CH3:46][CH2:47][CH2:48][CH2:49][CH2:50][CH2:51][CH3:52]. (5) Given the product [F:1][C:2]1[CH:10]=[CH:9][C:8]([OH:11])=[CH:7][C:3]=1[C:4]([O:6][CH3:16])=[O:5], predict the reactants needed to synthesize it. The reactants are: [F:1][C:2]1[CH:10]=[CH:9][C:8]([OH:11])=[CH:7][C:3]=1[C:4]([OH:6])=[O:5].S(Cl)(Cl)=O.[CH3:16]O. (6) Given the product [F:1][C:2]1[CH:7]=[CH:6][C:5]([C@H:8]([O:25][CH3:26])[CH2:9][C@H:10]([CH2:21][CH2:22][CH2:23][CH3:24])[C:11]([NH:13][OH:14])=[O:12])=[CH:4][CH:3]=1, predict the reactants needed to synthesize it. The reactants are: [F:1][C:2]1[CH:7]=[CH:6][C:5]([C@H:8]([O:25][CH3:26])[CH2:9][C@H:10]([CH2:21][CH2:22][CH2:23][CH3:24])[C:11]([NH:13][O:14]C2CCCCO2)=[O:12])=[CH:4][CH:3]=1.C(O)(C(F)(F)F)=O. (7) Given the product [O:1]=[C:2]1[CH2:3][CH2:4][CH:5]([NH:8][C:9](=[O:15])[O:10][C:11]([CH3:13])([CH3:12])[CH3:14])[CH2:6][CH2:7]1, predict the reactants needed to synthesize it. The reactants are: [OH:1][C@H:2]1[CH2:7][CH2:6][C@H:5]([NH:8][C:9](=[O:15])[O:10][C:11]([CH3:14])([CH3:13])[CH3:12])[CH2:4][CH2:3]1.C1C=C[NH+]=CC=1.[O-][Cr](Cl)(=O)=O. (8) Given the product [C:22]1([CH:38]2[CH2:39][CH2:40][N:35]([CH2:49][C:50]([C:10]3[CH:20]=[CH:19][C:13]4[O:14][CH2:15][C:16](=[O:18])[NH:17][C:12]=4[CH:11]=3)=[O:51])[CH2:36][CH2:37]2)[CH:27]=[CH:26][CH:25]=[CH:24][CH:23]=1, predict the reactants needed to synthesize it. The reactants are: N1(S([C:10]2[CH:20]=[CH:19][C:13]3[O:14][CH2:15][C:16](=[O:18])[NH:17][C:12]=3[CH:11]=2)(=O)=O)CCCCC1.O[C:22]1[CH:27]=[CH:26][C:25](S(Cl)(=O)=O)=[CH:24][C:23]=1[N+]([O-])=O.[NH:35]1[CH2:40][CH2:39][CH2:38][CH2:37][CH2:36]1.C(N(CC)CC)C.Br[CH2:49][C:50](OC)=[O:51]. (9) The reactants are: [F:1][C:2]([F:17])([CH2:6][N:7]1[CH2:12][CH2:11][N:10]([C:13](=[O:16])[NH:14][CH3:15])[CH2:9][CH2:8]1)[C:3]([OH:5])=O.[NH2:18][CH2:19][C:20]([N:22]([C:24]1[CH:29]=[CH:28][C:27]([Cl:30])=[C:26]([CH2:31][O:32][C:33]2[C:41]3[N:40]=[C:39]([O:42][CH3:43])[N:38]([CH2:44][C:45]4[CH:50]=[CH:49][CH:48]=[CH:47][N:46]=4)[C:37]=3[CH:36]=[CH:35][CH:34]=2)[C:25]=1[Cl:51])[CH3:23])=[O:21].CN(C(ON1N=NC2C=CC=CC1=2)=[N+](C)C)C.[B-](F)(F)(F)F.ClC1C(COC2C3N=C(OC)N(CC4C=CC=CN=4)C=3C=CC=2)=C(Cl)C=CC=1N(C)C(=O)CNC(=O)CCC1C=CC(C(NCCOC)=O)=CC=1. Given the product [Cl:51][C:25]1[C:26]([CH2:31][O:32][C:33]2[C:41]3[N:40]=[C:39]([O:42][CH3:43])[N:38]([CH2:44][C:45]4[CH:50]=[CH:49][CH:48]=[CH:47][N:46]=4)[C:37]=3[CH:36]=[CH:35][CH:34]=2)=[C:27]([Cl:30])[CH:28]=[CH:29][C:24]=1[N:22]([CH3:23])[C:20](=[O:21])[CH2:19][NH:18][C:3](=[O:5])[C:2]([F:1])([F:17])[CH2:6][N:7]1[CH2:12][CH2:11][N:10]([C:13]([NH:14][CH3:15])=[O:16])[CH2:9][CH2:8]1, predict the reactants needed to synthesize it. (10) Given the product [CH2:1]([C:3]1[CH:9]=[C:8]([CH2:10][CH3:11])[C:7]([S:12]([CH2:13][C:14]([F:15])([F:17])[F:16])=[O:20])=[CH:6][C:4]=1[N:5]1[C:33]([CH3:34])=[C:24]([C:22]#[N:23])[C:25](=[O:26])[NH:27][C:28]1=[O:29])[CH3:2], predict the reactants needed to synthesize it. The reactants are: [CH2:1]([C:3]1[CH:9]=[C:8]([CH2:10][CH3:11])[C:7]([S:12][CH2:13][C:14]([F:17])([F:16])[F:15])=[CH:6][C:4]=1[NH2:5])[CH3:2].C(O)(=[O:20])C.[C:22](/[C:24](=[C:33](/OCC)\[CH3:34])/[C:25]([NH:27][C:28](=O)[O:29]CC)=[O:26])#[N:23].